Dataset: Peptide-MHC class I binding affinity with 185,985 pairs from IEDB/IMGT. Task: Regression. Given a peptide amino acid sequence and an MHC pseudo amino acid sequence, predict their binding affinity value. This is MHC class I binding data. (1) The peptide sequence is ISDYSAEVER. The MHC is HLA-A33:01 with pseudo-sequence HLA-A33:01. The binding affinity (normalized) is 0.333. (2) The peptide sequence is VMPEKRNVVV. The MHC is HLA-A02:06 with pseudo-sequence HLA-A02:06. The binding affinity (normalized) is 0.0549. (3) The peptide sequence is PSYQLPLPM. The MHC is HLA-A02:19 with pseudo-sequence HLA-A02:19. The binding affinity (normalized) is 0.0847. (4) The peptide sequence is IQRDQVTDY. The MHC is HLA-A03:01 with pseudo-sequence HLA-A03:01. The binding affinity (normalized) is 0.0847. (5) The peptide sequence is RMGTVTTEV. The MHC is HLA-A02:01 with pseudo-sequence HLA-A02:01. The binding affinity (normalized) is 0.737. (6) The peptide sequence is ILDSVGIEA. The MHC is HLA-A68:02 with pseudo-sequence HLA-A68:02. The binding affinity (normalized) is 0.